The task is: Predict the reactants needed to synthesize the given product.. This data is from Full USPTO retrosynthesis dataset with 1.9M reactions from patents (1976-2016). (1) Given the product [F:1][C:2]1[CH:3]=[C:4]2[C:8](=[CH:9][CH:10]=1)[N:7]([C:11]([O:13][C:14]([CH3:17])([CH3:16])[CH3:15])=[O:12])[CH:6]=[CH:5]2, predict the reactants needed to synthesize it. The reactants are: [F:1][C:2]1[CH:3]=[C:4]2[C:8](=[CH:9][CH:10]=1)[NH:7][CH:6]=[CH:5]2.[C:11](O[C:11]([O:13][C:14]([CH3:17])([CH3:16])[CH3:15])=[O:12])([O:13][C:14]([CH3:17])([CH3:16])[CH3:15])=[O:12].C(N(CC)CC)C. (2) Given the product [C:21]1([NH:20][C:18](=[O:19])[NH:17][C:14]2[CH:13]=[CH:12][C:11]([C:8]3[CH:7]=[C:6]([C:4]([OH:5])=[O:3])[O:10][N:9]=3)=[CH:16][CH:15]=2)[CH:22]=[CH:23][CH:24]=[CH:25][CH:26]=1, predict the reactants needed to synthesize it. The reactants are: C([O:3][C:4]([C:6]1[O:10][N:9]=[C:8]([C:11]2[CH:16]=[CH:15][C:14]([NH:17][C:18]([NH:20][C:21]3[CH:26]=[CH:25][CH:24]=[CH:23][CH:22]=3)=[O:19])=[CH:13][CH:12]=2)[CH:7]=1)=[O:5])C.[K+].[Br-].